From a dataset of Reaction yield outcomes from USPTO patents with 853,638 reactions. Predict the reaction yield, written as a fraction of the theoretical maximum amount of product (1.0 means a 100% yield; for example, 0.34 means a 34% yield). (1) The catalyst is C(#N)C. The product is [Cl:1][C:2]1[C:3]([F:21])=[C:4]([C:13]2[N:14]=[CH:15][N:16]=[C:17]([OH:19])[CH:18]=2)[C:5]([N:8]2[CH:12]=[N:11][N:10]=[N:9]2)=[CH:6][CH:7]=1. The yield is 0.960. The reactants are [Cl:1][C:2]1[C:3]([F:21])=[C:4]([C:13]2[CH:18]=[C:17]([O:19]C)[N:16]=[CH:15][N:14]=2)[C:5]([N:8]2[CH:12]=[N:11][N:10]=[N:9]2)=[CH:6][CH:7]=1.[Na+].[I-].C[Si](Cl)(C)C. (2) The reactants are C([N:8](CC1C=CC=CC=1)[S:9]([C:12]1[CH:17]=[CH:16][CH:15]=[CH:14][C:13]=1[NH:18][C:19]1[N:23]([C:24]2[CH:29]=[CH:28][CH:27]=[CH:26][C:25]=2[CH3:30])[N:22]=[C:21]([C:31]([CH3:34])([CH3:33])[CH3:32])[CH:20]=1)(=[O:11])=[O:10])C1C=CC=CC=1.OS(O)(=O)=O.[OH-].[Na+]. No catalyst specified. The product is [C:31]([C:21]1[CH:20]=[C:19]([NH:18][C:13]2[CH:14]=[CH:15][CH:16]=[CH:17][C:12]=2[S:9]([NH2:8])(=[O:10])=[O:11])[N:23]([C:24]2[CH:29]=[CH:28][CH:27]=[CH:26][C:25]=2[CH3:30])[N:22]=1)([CH3:34])([CH3:33])[CH3:32]. The yield is 0.640. (3) The reactants are [N:1]1[CH:6]=[CH:5][C:4]([CH2:7][CH2:8][C:9]([O:11]CC)=[O:10])=[CH:3][CH:2]=1.S(=O)(=O)(O)O. The catalyst is [OH-].[Na+]. The product is [N:1]1[CH:6]=[CH:5][C:4]([CH2:7][CH2:8][C:9]([OH:11])=[O:10])=[CH:3][CH:2]=1. The yield is 0.700. (4) The reactants are [C:1]1([N:7]2[C:11]([C:12]3[CH:17]=[CH:16][CH:15]=[CH:14][CH:13]=3)=[CH:10][CH:9]=[C:8]2[C:18]2[CH:19]=[C:20]3[C:25](=[CH:26][CH:27]=2)[CH:24]=[C:23]([OH:28])[CH:22]=[CH:21]3)[CH:6]=[CH:5][CH:4]=[CH:3][CH:2]=1.[CH3:29][O:30][C:31](=[O:48])[CH:32](OS(C(F)(F)F)(=O)=O)[CH2:33][C:34]1[CH:39]=[CH:38][CH:37]=[CH:36][CH:35]=1.C(=O)([O-])[O-].[Cs+].[Cs+]. No catalyst specified. The product is [C:1]1([N:7]2[C:11]([C:12]3[CH:13]=[CH:14][CH:15]=[CH:16][CH:17]=3)=[CH:10][CH:9]=[C:8]2[C:18]2[CH:19]=[C:20]3[C:25](=[CH:26][CH:27]=2)[CH:24]=[C:23]([O:28][CH:32]([CH2:33][C:34]2[CH:39]=[CH:38][CH:37]=[CH:36][CH:35]=2)[C:31]([O:30][CH3:29])=[O:48])[CH:22]=[CH:21]3)[CH:2]=[CH:3][CH:4]=[CH:5][CH:6]=1. The yield is 0.890. (5) The reactants are Cl[C:2]1[N:7]=[C:6]([O:8][C:9]2[CH:28]=[CH:27][CH:26]=[CH:25][C:10]=2[CH2:11][NH:12][C:13]([NH:15][C:16]2[S:17][C:18]([C:21]([CH3:24])([CH3:23])[CH3:22])=[N:19][N:20]=2)=[O:14])[CH:5]=[CH:4][N:3]=1.[NH:29]1[CH2:34][CH2:33][O:32][CH2:31][CH2:30]1. The catalyst is C(O)C. The product is [O:32]1[CH2:33][CH2:34][N:29]([C:2]2[N:7]=[C:6]([O:8][C:9]3[CH:28]=[CH:27][CH:26]=[CH:25][C:10]=3[CH2:11][NH:12][C:13]([NH:15][C:16]3[S:17][C:18]([C:21]([CH3:23])([CH3:22])[CH3:24])=[N:19][N:20]=3)=[O:14])[CH:5]=[CH:4][N:3]=2)[CH2:30][CH2:31]1. The yield is 0.610. (6) The reactants are C([O:3][C:4]([C:6]1[C:7]([C:11]2[CH:16]=[CH:15][C:14]([F:17])=[CH:13][N:12]=2)=[N:8][O:9][CH:10]=1)=O)C.[H-].[Al+3].[Li+].[H-].[H-].[H-].O.[OH-].[Na+]. The catalyst is C1COCC1. The product is [F:17][C:14]1[CH:15]=[CH:16][C:11]([C:7]2[C:6]([CH2:4][OH:3])=[CH:10][O:9][N:8]=2)=[N:12][CH:13]=1. The yield is 0.300. (7) The catalyst is CN(C=O)C. The yield is 0.490. The reactants are [CH:1]1([N:4]2[C:13]3[C:8](=[CH:9][C:10]([F:16])=[C:11]([F:15])[C:12]=3[OH:14])[C:7](=[O:17])[C:6]([C:18]([O:20][CH2:21][CH3:22])=[O:19])=[CH:5]2)[CH2:3][CH2:2]1.I[CH:24]([CH3:26])[CH3:25].C([O-])([O-])=O.[K+].[K+]. The product is [CH:1]1([N:4]2[C:13]3[C:8](=[CH:9][C:10]([F:16])=[C:11]([F:15])[C:12]=3[O:14][CH:24]([CH3:26])[CH3:25])[C:7](=[O:17])[C:6]([C:18]([O:20][CH2:21][CH3:22])=[O:19])=[CH:5]2)[CH2:2][CH2:3]1. (8) The reactants are CO[C:3]([C:5]1[S:9][N:8]=[C:7]([O:10][CH2:11][C:12]2[C:13]([C:18]3[CH:23]=[CH:22][C:21]([F:24])=[CH:20][N:19]=3)=[N:14][O:15][C:16]=2[CH3:17])[CH:6]=1)=[O:4].COC(C1ON=C(OC[C:36]2[C:37]([C:42]3C=CC=CN=3)=[N:38]OC=2C)C=1)=O.C(N)(C)C. No catalyst specified. The product is [CH:37]([NH:38][C:3]([C:5]1[S:9][N:8]=[C:7]([O:10][CH2:11][C:12]2[C:13]([C:18]3[CH:23]=[CH:22][C:21]([F:24])=[CH:20][N:19]=3)=[N:14][O:15][C:16]=2[CH3:17])[CH:6]=1)=[O:4])([CH3:42])[CH3:36]. The yield is 0.770. (9) The reactants are [N:1]1([C:7]([C:9]2[N:10]([CH2:21][C:22]([F:25])([F:24])[F:23])[C:11]3[C:16]([CH:17]=2)=[CH:15][C:14]([C:18]([OH:20])=O)=[CH:13][CH:12]=3)=[O:8])[CH2:6][CH2:5][O:4][CH2:3][CH2:2]1.C(N1C=CN=C1)(N1C=CN=C1)=O.[CH:38]([N:41]1[CH2:46][CH2:45][NH:44][CH2:43][CH2:42]1)([CH3:40])[CH3:39]. The catalyst is O1CCCC1. The product is [CH:38]([N:41]1[CH2:46][CH2:45][N:44]([C:18]([C:14]2[CH:15]=[C:16]3[C:11](=[CH:12][CH:13]=2)[N:10]([CH2:21][C:22]([F:23])([F:25])[F:24])[C:9]([C:7]([N:1]2[CH2:6][CH2:5][O:4][CH2:3][CH2:2]2)=[O:8])=[CH:17]3)=[O:20])[CH2:43][CH2:42]1)([CH3:40])[CH3:39]. The yield is 0.680.